Dataset: Full USPTO retrosynthesis dataset with 1.9M reactions from patents (1976-2016). Task: Predict the reactants needed to synthesize the given product. (1) Given the product [OH:13][CH2:12][CH2:11][O:10][C:7]1[CH:8]=[CH:9][C:4]([C:2](=[O:3])[CH3:1])=[CH:5][CH:6]=1, predict the reactants needed to synthesize it. The reactants are: [CH3:1][C:2]([C:4]1[CH:5]=[CH:6][C:7]([OH:10])=[CH:8][CH:9]=1)=[O:3].[CH2:11](Cl)[CH2:12][OH:13].C([O-])([O-])=O.[K+].[K+].O. (2) Given the product [Cl:15][C:16]1[CH:21]=[C:20]([Cl:22])[CH:19]=[CH:18][C:17]=1[C:2]1[C:7]2=[N:8][C:9]([C:12]([NH2:14])=[O:13])=[CH:10][N:11]=[C:6]2[CH:5]=[N:4][CH:3]=1, predict the reactants needed to synthesize it. The reactants are: Br[C:2]1[C:7]2=[N:8][C:9]([C:12]([NH2:14])=[O:13])=[CH:10][N:11]=[C:6]2[CH:5]=[N:4][CH:3]=1.[Cl:15][C:16]1[CH:21]=[C:20]([Cl:22])[CH:19]=[CH:18][C:17]=1B(O)O.C(=O)([O-])[O-].[Cs+].[Cs+].O1CCOCC1. (3) Given the product [CH3:1][CH:2]([C:6]1[CH:7]=[CH:8][C:9]([C:10]([O:12][CH3:13])=[O:11])=[CH:14][CH:15]=1)[CH2:3][CH2:4][CH3:5], predict the reactants needed to synthesize it. The reactants are: [CH3:1]/[C:2](/[C:6]1[CH:15]=[CH:14][C:9]([C:10]([O:12][CH3:13])=[O:11])=[CH:8][CH:7]=1)=[CH:3]/[CH2:4][CH3:5].[H][H]. (4) The reactants are: [C:1](OC(=O)C)(=[O:3])[CH3:2].[NH2:8][CH2:9][CH:10]1[O:14][C:13](=[O:15])[N:12]([C:16]2[CH:17]=[C:18]3[C:22](=[CH:23][CH:24]=2)[N:21]([C@@H:25]([CH2:27][CH3:28])[CH3:26])[C:20](=[O:29])[CH2:19]3)[CH2:11]1.C(N(CC)C(C)C)(C)C. Given the product [CH:25]([N:21]1[C:22]2[C:18](=[CH:17][C:16]([N:12]3[CH2:11][C@H:10]([CH2:9][NH:8][C:1](=[O:3])[CH3:2])[O:14][C:13]3=[O:15])=[CH:24][CH:23]=2)[CH2:19][C:20]1=[O:29])([CH2:27][CH3:28])[CH3:26], predict the reactants needed to synthesize it. (5) The reactants are: [C:1]1([C:22]2[CH:27]=[CH:26][CH:25]=[CH:24][CH:23]=2)[CH:6]=[CH:5][CH:4]=[C:3]([O:7][CH2:8][C@H:9]2[O:14][CH2:13][CH2:12][N:11](CC3C=CC=CC=3)[CH2:10]2)[CH:2]=1.C([O-])=O.[NH4+]. Given the product [C:1]1([C:22]2[CH:27]=[CH:26][CH:25]=[CH:24][CH:23]=2)[CH:6]=[CH:5][CH:4]=[C:3]([O:7][CH2:8][C@H:9]2[O:14][CH2:13][CH2:12][NH:11][CH2:10]2)[CH:2]=1, predict the reactants needed to synthesize it. (6) Given the product [Br:8][C:6]1[CH:5]=[CH:4][C:3]2[NH:9][C:10]([CH:11]=[CH:12][CH:13]3[CH2:22][CH2:21][C:16](=[O:17])[CH2:15][CH2:14]3)=[N:1][C:2]=2[CH:7]=1, predict the reactants needed to synthesize it. The reactants are: [NH2:1][C:2]1[CH:7]=[C:6]([Br:8])[CH:5]=[CH:4][C:3]=1[NH:9][C:10](=O)[CH:11]=[CH:12][CH:13]1[CH2:22][CH2:21][C:16]2(OCC[O:17]2)[CH2:15][CH2:14]1.Cl.C(=O)(O)[O-].[Na+]. (7) Given the product [CH3:18][C:16]1[CH:17]=[C:4]([CH2:3][C:1]#[N:2])[CH:13]=[CH:14][C:15]=1[N+:19]([O-:21])=[O:20], predict the reactants needed to synthesize it. The reactants are: [C:1]([CH2:3][C:4](OCC)=O)#[N:2].[OH-].[K+].ClC1[CH:13]=[CH:14][C:15]([N+:19]([O-:21])=[O:20])=[C:16]([CH3:18])[CH:17]=1.Cl.